From a dataset of Full USPTO retrosynthesis dataset with 1.9M reactions from patents (1976-2016). Predict the reactants needed to synthesize the given product. Given the product [Cl:2][CH2:3][CH2:4][CH2:5][N:6]=[C:14]([C:10]1[CH:11]=[CH:12][CH:13]=[C:8]([F:7])[CH:9]=1)[CH3:15], predict the reactants needed to synthesize it. The reactants are: Cl.[Cl:2][CH2:3][CH2:4][CH2:5][NH2:6].[F:7][C:8]1[CH:9]=[C:10]([C:14](=O)[CH3:15])[CH:11]=[CH:12][CH:13]=1.C(=O)([O-])[O-].[Na+].[Na+].